Dataset: Catalyst prediction with 721,799 reactions and 888 catalyst types from USPTO. Task: Predict which catalyst facilitates the given reaction. (1) Reactant: [H-].[H-].[H-].[H-].[Li+].[Al+3].C([O:9][C:10](=O)[C:11]([CH3:37])([CH3:36])[CH2:12][C:13]1[CH:18]=[CH:17][CH:16]=[C:15]([C:19](=[O:35])[C:20]2[CH:25]=[CH:24][CH:23]=[C:22]([CH2:26][C:27]([C:30](OCC)=[O:31])([CH3:29])[CH3:28])[CH:21]=2)[CH:14]=1)C.C(OCC)(=O)C.Cl. Product: [OH:35][CH:19]([C:15]1[CH:16]=[CH:17][CH:18]=[C:13]([CH2:12][C:11]([CH3:37])([CH3:36])[CH2:10][OH:9])[CH:14]=1)[C:20]1[CH:21]=[C:22]([CH2:26][C:27]([CH3:29])([CH3:28])[CH2:30][OH:31])[CH:23]=[CH:24][CH:25]=1. The catalyst class is: 237. (2) Reactant: C(OC(=O)[NH:7][C:8]1[S:9][C:10]2[CH:38]=[CH:37][CH:36]=[CH:35][C:11]=2[C:12]=1[C:13]([N:15]1[CH2:20][CH2:19][CH:18]([N:21]2[CH2:34][CH2:33][CH2:32][C:23]3([N:27]=[C:26]([CH3:28])[N:25]([CH2:29][CH3:30])[C:24]3=[O:31])[CH2:22]2)[CH2:17][CH2:16]1)=[O:14])(C)(C)C.C(=O)([O-])O.[Na+]. The catalyst class is: 55. Product: [NH2:7][C:8]1[S:9][C:10]2[CH:38]=[CH:37][CH:36]=[CH:35][C:11]=2[C:12]=1[C:13]([N:15]1[CH2:16][CH2:17][CH:18]([N:21]2[CH2:34][CH2:33][CH2:32][C:23]3([N:27]=[C:26]([CH3:28])[N:25]([CH2:29][CH3:30])[C:24]3=[O:31])[CH2:22]2)[CH2:19][CH2:20]1)=[O:14]. (3) Reactant: [F:1][C:2]1[C:7]([F:8])=[CH:6][CH:5]=[CH:4][C:3]=1[S:9]([N:12]1[C:16]([C:17]2[C:18]([F:23])=[N:19][CH:20]=[CH:21][CH:22]=2)=[CH:15][C:14]([CH2:24][N:25](C)[C:26](=O)OC(C)(C)C)=[CH:13]1)(=[O:11])=[O:10].C(OCC)(=O)C.[ClH:40]. Product: [ClH:40].[F:1][C:2]1[C:7]([F:8])=[CH:6][CH:5]=[CH:4][C:3]=1[S:9]([N:12]1[C:16]([C:17]2[C:18]([F:23])=[N:19][CH:20]=[CH:21][CH:22]=2)=[CH:15][C:14]([CH2:24][NH:25][CH3:26])=[CH:13]1)(=[O:11])=[O:10]. The catalyst class is: 8. (4) Reactant: [C:1]([O:5][C:6](=[O:21])[N:7]([CH3:20])[CH2:8][CH2:9][O:10][C:11]1[C:12](Cl)=[N:13][C:14]([Cl:18])=[N:15][C:16]=1[Cl:17])([CH3:4])([CH3:3])[CH3:2].[NH:22]1[CH2:27][CH2:26][O:25][CH2:24][CH2:23]1.C(N(CC)CC)C. Product: [C:1]([O:5][C:6](=[O:21])[N:7]([CH2:8][CH2:9][O:10][C:11]1[C:16]([Cl:17])=[N:15][C:14]([Cl:18])=[N:13][C:12]=1[N:22]1[CH2:27][CH2:26][O:25][CH2:24][CH2:23]1)[CH3:20])([CH3:2])([CH3:3])[CH3:4]. The catalyst class is: 8. (5) Reactant: [Cl:1][C:2]1[N:7]2[N:8]=[C:9]([C:15]3[CH:20]=[CH:19][C:18]([F:21])=[CH:17][CH:16]=3)[C:10]([C:11](=O)[C:12]#[CH:13])=[C:6]2[CH:5]=[CH:4][CH:3]=1.Cl.[C:23]([NH2:31])(=[NH:30])[C:24]1[CH:29]=[CH:28][CH:27]=[CH:26][CH:25]=1.[O-]CC.[Na+]. Product: [Cl:1][C:2]1[N:7]2[N:8]=[C:9]([C:15]3[CH:20]=[CH:19][C:18]([F:21])=[CH:17][CH:16]=3)[C:10]([C:11]3[CH:12]=[CH:13][N:31]=[C:23]([C:24]4[CH:29]=[CH:28][CH:27]=[CH:26][CH:25]=4)[N:30]=3)=[C:6]2[CH:5]=[CH:4][CH:3]=1. The catalyst class is: 40. (6) Reactant: [C:1]([CH:3]([C:5]1[CH:6]=[C:7]([CH:11]=[CH:12][CH:13]=1)[C:8]([OH:10])=[O:9])[CH3:4])#[N:2].[C:14](Cl)(=O)[C:15](Cl)=O.C(O)C. Product: [CH2:14]([O:9][C:8](=[O:10])[C:7]1[CH:11]=[CH:12][CH:13]=[C:5]([CH:3]([C:1]#[N:2])[CH3:4])[CH:6]=1)[CH3:15]. The catalyst class is: 139. (7) Reactant: Br[C:2]1[CH:3]=[C:4]([CH:6]=[CH:7][C:8]=1[O:9][C:10]1[CH:15]=[CH:14][CH:13]=[CH:12][CH:11]=1)[NH2:5].[F:16][C:17]1[C:22]([CH3:23])=[CH:21][C:20](B(O)O)=[CH:19][N:18]=1.C(=O)([O-])[O-].[Na+].[Na+]. Product: [F:16][C:17]1[N:18]=[CH:19][C:20]([C:2]2[CH:3]=[C:4]([CH:6]=[CH:7][C:8]=2[O:9][C:10]2[CH:15]=[CH:14][CH:13]=[CH:12][CH:11]=2)[NH2:5])=[CH:21][C:22]=1[CH3:23]. The catalyst class is: 11. (8) Reactant: CC(C)([O-])C.[K+].Cl.[F:8][C:9]([F:21])([F:20])[C:10]1[CH:19]=[C:18]2[C:13]([CH2:14][CH2:15][NH:16][CH2:17]2)=[CH:12][CH:11]=1.Br[C:23]1[CH:28]=[C:27]([CH3:29])[C:26]([NH:30][C:31](=[O:37])[CH2:32][C:33]([CH3:36])([CH3:35])[CH3:34])=[C:25]([CH3:38])[CH:24]=1. Product: [CH3:29][C:27]1[CH:28]=[C:23]([N:16]2[CH2:15][CH2:14][C:13]3[C:18](=[CH:19][C:10]([C:9]([F:8])([F:20])[F:21])=[CH:11][CH:12]=3)[CH2:17]2)[CH:24]=[C:25]([CH3:38])[C:26]=1[NH:30][C:31](=[O:37])[CH2:32][C:33]([CH3:35])([CH3:34])[CH3:36]. The catalyst class is: 11. (9) Reactant: [NH2:1][C:2]1[CH:23]=[CH:22][C:5]([O:6][C:7]2[CH:8]=[CH:9][C:10]3[N:11]([CH:13]=[C:14]([NH:16][C:17]([CH:19]4[CH2:21][CH2:20]4)=[O:18])[N:15]=3)[CH:12]=2)=[C:4]([F:24])[CH:3]=1.[CH2:25]([C:27]1[N:32]([C:33]2[CH:38]=[CH:37][C:36]([F:39])=[CH:35][CH:34]=2)[C:31](=[O:40])[C:30]([C:41](O)=[O:42])=[CH:29][CH:28]=1)[CH3:26].C(N(CC)C(C)C)(C)C.CN(C(ON1N=NC2C=CC=NC1=2)=[N+](C)C)C.F[P-](F)(F)(F)(F)F. Product: [CH:19]1([C:17]([NH:16][C:14]2[N:15]=[C:10]3[CH:9]=[CH:8][C:7]([O:6][C:5]4[CH:22]=[CH:23][C:2]([NH:1][C:41]([C:30]5[C:31](=[O:40])[N:32]([C:33]6[CH:34]=[CH:35][C:36]([F:39])=[CH:37][CH:38]=6)[C:27]([CH2:25][CH3:26])=[CH:28][CH:29]=5)=[O:42])=[CH:3][C:4]=4[F:24])=[CH:12][N:11]3[CH:13]=2)=[O:18])[CH2:21][CH2:20]1. The catalyst class is: 9.